Predict the reactants needed to synthesize the given product. From a dataset of Full USPTO retrosynthesis dataset with 1.9M reactions from patents (1976-2016). (1) Given the product [C:19]([O:18][C:16]([N:15]1[C:8]2([C:6]([OH:31])=[O:7])[CH2:14][CH2:13][CH:12]1[CH2:11][O:10][CH2:9]2)=[O:17])([CH3:22])([CH3:21])[CH3:20], predict the reactants needed to synthesize it. The reactants are: CC(=CC)C.[CH:6]([C:8]12[N:15]([C:16]([O:18][C:19]([CH3:22])([CH3:21])[CH3:20])=[O:17])[CH:12]([CH2:13][CH2:14]1)[CH2:11][O:10][CH2:9]2)=[O:7].CC(=CC)C.C1C[O:31]CC1.[O-]Cl=O.[Na+].Cl. (2) Given the product [Si:56]([O:24][CH2:23][C@@H:22]([N:18]1[C:19]2[C:14](=[CH:13][C:12]([C:9]3[CH:10]=[N:11][C:6]([NH:5][C:4]([NH:3][CH2:1][CH3:2])=[O:42])=[CH:7][C:8]=3[C:33]3[S:34][CH:35]=[C:36]([C:38]([F:40])([F:39])[F:41])[N:37]=3)=[CH:21][CH:20]=2)[C:15](=[O:32])[C:16]([C:29]([OH:31])=[O:30])=[CH:17]1)[C:25]([CH3:28])([CH3:27])[CH3:26])([C:59]([CH3:62])([CH3:61])[CH3:60])([CH3:58])[CH3:57], predict the reactants needed to synthesize it. The reactants are: [CH2:1]([NH:3][C:4](=[O:42])[NH:5][C:6]1[N:11]=[CH:10][C:9]([C:12]2[CH:13]=[C:14]3[C:19](=[CH:20][CH:21]=2)[N:18]([C@@H:22]([C:25]([CH3:28])([CH3:27])[CH3:26])[CH2:23][OH:24])[CH:17]=[C:16]([C:29]([OH:31])=[O:30])[C:15]3=[O:32])=[C:8]([C:33]2[S:34][CH:35]=[C:36]([C:38]([F:41])([F:40])[F:39])[N:37]=2)[CH:7]=1)[CH3:2].C(N(CC)CC)C.FC(F)(F)S(O[Si:56]([C:59]([CH3:62])([CH3:61])[CH3:60])([CH3:58])[CH3:57])(=O)=O.N1C(C)=CC=CC=1C.